This data is from Peptide-MHC class I binding affinity with 185,985 pairs from IEDB/IMGT. The task is: Regression. Given a peptide amino acid sequence and an MHC pseudo amino acid sequence, predict their binding affinity value. This is MHC class I binding data. The peptide sequence is FMTRLGPLL. The MHC is HLA-E01:03 with pseudo-sequence HLA-E01:03. The binding affinity (normalized) is 0.0278.